From a dataset of Forward reaction prediction with 1.9M reactions from USPTO patents (1976-2016). Predict the product of the given reaction. (1) Given the reactants [Cl:1][C:2]1[CH:3]=[C:4]([N:9]2[C:13]3=[CH:14][CH2:15][CH2:16][CH2:17][C:12]3([CH2:18][C:19]3[CH:26]=[CH:25][C:22]([C:23]#[N:24])=[CH:21][CH:20]=3)[NH:11][C:10]2=[O:27])[CH:5]=[C:6]([Cl:8])[CH:7]=1.[H-].[Na+].[C:30]([O:37][CH2:38][CH3:39])(=[O:36])[CH2:31][CH2:32][CH2:33][CH2:34][CH3:35], predict the reaction product. The product is: [CH2:38]([O:37][C:30](=[O:36])[CH2:31][CH2:32][CH2:33][CH2:34][CH2:35][C:13]12[CH2:14][CH2:15][CH2:16][CH2:17][C:12]1([CH2:18][C:19]1[CH:20]=[CH:21][C:22]([C:23]#[N:24])=[CH:25][CH:26]=1)[NH:11][C:10](=[O:27])[N:9]2[C:4]1[CH:5]=[C:6]([Cl:8])[CH:7]=[C:2]([Cl:1])[CH:3]=1)[CH3:39]. (2) Given the reactants [NH2:1][C:2]1[CH:11]=[C:10]([C:12]([O:14][CH3:15])=[O:13])[CH:9]=[CH:8][C:3]=1[C:4]([O:6]C)=O.[Cl:16][CH2:17][C:18]#[N:19], predict the reaction product. The product is: [Cl:16][CH2:17][C:18]1[NH:19][C:4](=[O:6])[C:3]2[C:2](=[CH:11][C:10]([C:12]([O:14][CH3:15])=[O:13])=[CH:9][CH:8]=2)[N:1]=1.